This data is from Catalyst prediction with 721,799 reactions and 888 catalyst types from USPTO. The task is: Predict which catalyst facilitates the given reaction. (1) Reactant: [F:1][C:2]1[CH:3]=[C:4]2[C:8](=[CH:9][C:10]=1[CH3:11])[NH:7][CH:6]=[CH:5]2.ClS([N:16]=[C:17]=O)(=O)=O. Product: [F:1][C:2]1[CH:3]=[C:4]2[C:8](=[CH:9][C:10]=1[CH3:11])[NH:7][CH:6]=[C:5]2[C:17]#[N:16]. The catalyst class is: 3. (2) Reactant: [Cl:1][C:2]1[N:10]=[C:9]([CH3:11])[CH:8]=[CH:7][C:3]=1[C:4]([OH:6])=O.[N:12]1[CH:17]=[CH:16][CH:15]=[CH:14][C:13]=1[CH2:18][CH2:19][N:20]1[C:28]2[C:23](=[CH:24][C:25]([NH2:29])=[CH:26][CH:27]=2)[CH2:22][CH2:21]1.O.ON1C2C=CC=CC=2N=N1.CN(C)CCCN=C=NCC. Product: [Cl:1][C:2]1[N:10]=[C:9]([CH3:11])[CH:8]=[CH:7][C:3]=1[C:4]([NH:29][C:25]1[CH:24]=[C:23]2[C:28](=[CH:27][CH:26]=1)[N:20]([CH2:19][CH2:18][C:13]1[CH:14]=[CH:15][CH:16]=[CH:17][N:12]=1)[CH2:21][CH2:22]2)=[O:6]. The catalyst class is: 255. (3) Reactant: [Cl:1][C:2]1[C:7]([Cl:8])=[CH:6][CH:5]=[CH:4][C:3]=1[CH:9](O)[CH2:10][C:11]1[CH:16]=[CH:15][N:14]=[CH:13][CH:12]=1.P([N:34]=[N+:35]=[N-:36])(=O)(OC1C=CC=CC=1)OC1C=CC=CC=1.C1CCN2C(=NCCC2)CC1.ClC1C(Cl)=CC=CC=1C=CC1C=CN=CC=1. Product: [N:34]([CH:9]([C:3]1[CH:4]=[CH:5][CH:6]=[C:7]([Cl:8])[C:2]=1[Cl:1])[CH2:10][C:11]1[CH:16]=[CH:15][N:14]=[CH:13][CH:12]=1)=[N+:35]=[N-:36]. The catalyst class is: 1. (4) Reactant: [C:1]([O:5][C:6]([NH:8][C@H:9]([CH2:35][CH3:36])[CH2:10][NH:11][C:12]1[C:17]([F:18])=[CH:16][N:15]=[C:14]([C:19]2[CH:20]=[C:21](OS(C(F)(F)F)(=O)=O)[CH:22]=[CH:23][C:24]=2[O:25][CH3:26])[N:13]=1)=[O:7])([CH3:4])([CH3:3])[CH3:2].[CH3:37][N:38]1[CH:42]=[C:41](B2OC(C)(C)C(C)(C)O2)[CH:40]=[N:39]1.P([O-])([O-])([O-])=O.[K+].[K+].[K+].CC(N(C)C)=O. Product: [C:1]([O:5][C:6](=[O:7])[NH:8][C@@H:9]([CH2:10][NH:11][C:12]1[C:17]([F:18])=[CH:16][N:15]=[C:14]([C:19]2[CH:20]=[C:21]([C:41]3[CH:40]=[N:39][N:38]([CH3:37])[CH:42]=3)[CH:22]=[CH:23][C:24]=2[O:25][CH3:26])[N:13]=1)[CH2:35][CH3:36])([CH3:3])([CH3:4])[CH3:2]. The catalyst class is: 6. (5) Reactant: [O:1]1[CH:5]=[CH:4][CH:3]=[C:2]1[C:6]([NH:8][C:9]1([C:15]([NH:17][CH:18]2[CH2:23][CH2:22][N:21]([C:24]3[CH:29]=[CH:28][CH:27]=[CH:26][C:25]=3[S:30]([CH3:33])(=[O:32])=[O:31])[CH2:20][CH:19]2[OH:34])=[O:16])[CH2:14][CH2:13][CH2:12][CH2:11][CH2:10]1)=[O:7].C(N(CC)CC)C. Product: [O:1]1[CH:5]=[CH:4][CH:3]=[C:2]1[C:6]([NH:8][C:9]1([C:15]([NH:17][CH:18]2[CH2:23][CH2:22][N:21]([C:24]3[CH:29]=[CH:28][CH:27]=[CH:26][C:25]=3[S:30]([CH3:33])(=[O:32])=[O:31])[CH2:20][C:19]2=[O:34])=[O:16])[CH2:14][CH2:13][CH2:12][CH2:11][CH2:10]1)=[O:7]. The catalyst class is: 148. (6) Reactant: [Cl:1][CH2:2][C:3](Cl)=[O:4].Cl.[CH2:7]1[O:18][C:17]2[CH:16]=[CH:15][C:11]([CH2:12][CH2:13][NH2:14])=[CH:10][C:9]=2[O:8]1. Product: [O:18]1[C:17]2[CH:16]=[CH:15][C:11]([CH2:12][CH2:13][NH:14][C:3](=[O:4])[CH2:2][Cl:1])=[CH:10][C:9]=2[O:8][CH2:7]1. The catalyst class is: 26.